Dataset: Experimentally validated miRNA-target interactions with 360,000+ pairs, plus equal number of negative samples. Task: Binary Classification. Given a miRNA mature sequence and a target amino acid sequence, predict their likelihood of interaction. (1) The miRNA is dre-miR-133c-3p with sequence UUUGGUCCCUUUCAACCAGCUA. The protein sequence of the target gene is MAAPEPLRPRLCRLVRGEQGYGFHLHGEKGRRGQFIRRVEPGSPAEAAALRAGDRLVEVNGVNVEGETHHQVVQRIKAVEGQTRLLVVDQETDEELRRRQLTCTEEMAQRGLPPAHDPWEPKPDWAHTGSHSSEAGKKDVSGPLRELRPRLCHLRKGPQGYGFNLHSDKSRPGQYIRSVDPGSPAARSGLRAQDRLIEVNGQNVEGLRHAEVVASIKAREDEARLLVVDPETDEHFKRLRVTPTEEHVEGPLPSPVTNGTSPAQLNGGSACSSRSDLPGSDKDTEDGSAWKQDPFQESGL.... Result: 0 (no interaction). (2) The miRNA is hsa-miR-31-3p with sequence UGCUAUGCCAACAUAUUGCCAU. The protein sequence of the target gene is MQPRTPLVLCVLLSQVLLLTSAEDLDCTPGFQQKVFHINQPAEFIEDQSILNLTFSDCKGNDKLRYEVSSPYFKVNSDGGLVALRNITAVGKTLFVHARTPHAEDMAELVIVGGKDIQGSLQDIFKFARTSPVPRQKRSIVVSPILIPENQRQPFPRDVGKVVDSDRPERSKFRLTGKGVDQEPKGIFRINENTGSVSVTRTLDREVIAVYQLFVETTDVNGKTLEGPVPLEVIVIDQNDNRPIFREGPYIGHVMEGSPTGTTVMRMTAFDADDPATDNALLRYNIRQQTPDKPSPNMFY.... Result: 1 (interaction). (3) Result: 1 (interaction). The miRNA is hsa-miR-222-3p with sequence AGCUACAUCUGGCUACUGGGU. The protein sequence of the target gene is MWIQVRTIDGSKTCTIEDVSRKATIEELRERVWALFDVRPECQRLFYRGKQLENGYTLFDYDVGLNDIIQLLVRPDPDHLPGTSTQIEAKPCSNSPPKVKKAPRVGPSNQPSTSARARLIDPGFGIYKVNELVDARDVGLGAWFEAHIHSVTRASDGQSRGKTPLKNGSSCKRTNGNIKHKSKENTNKLDSVPSTSNSDCVAADEDVIYHIQYDEYPESGTLEMNVKDLRPRARTILKWNELNVGDVVMVNYNVESPGQRGFWFDAEITTLKTISRTKKELRVKIFLGGSEGTLNDCKII.... (4) The miRNA is hsa-miR-3928-5p with sequence UGAAGCUCUAAGGUUCCGCCUGC. The protein sequence of the target gene is MADAKYVLCRWEKRLWPAKVLARTATSTKNKRRKEYFLAVQILSLEEKIKVKSTEVEILEKSQIEAIASSLASQNEVPAAPLEELAYRRSLRVALDVLSEGSIWSQESSAGTGRADRSLRGKPMEHVSSPCDSNSSSLPRGDVLGSSRPHRRRPCVQQSLSSSFTCEKDPECKVDHKKGLRKSENPRGPLVLPAGGGAQDESGSRIHHKNWTLASKRGGNSAQKASLCLNGSSLSEDDTERDMGSKGGSWAAPSLPSGVREDDPCANAEGHDPGLPLGSLTAPPAPEPSACSEPGECPAK.... Result: 0 (no interaction). (5) The miRNA is hsa-miR-6715b-5p with sequence ACAGGCACGACUGGUUUGGCA. The protein sequence of the target gene is MWTVQNRESLGLLSFPVMITMVCCAHSTNEPSNMSYVKETVDRLLKGYDIRLRPDFGGPPVDVGMRIDVASIDMVSEVNMDYTLTMYFQQSWKDKRLSYSGIPLNLTLDNRVADQLWVPDTYFLNDKKSFVHGVTVKNRMIRLHPDGTVLYGLRITTTAACMMDLRRYPLDEQNCTLEIESYGYTTDDIEFYWNGGEGAVTGVNKIELPQFSIVDYKMVSKKVEFTTGAYPRLSLSFRLKRNIGYFILQTYMPSTLITILSWVSFWINYDASAARVALGITTVLTMTTISTHLRETLPKI.... Result: 1 (interaction). (6) The miRNA is cel-miR-269 with sequence GGCAAGACUCUGGCAAAACU. The protein sequence of the target gene is MLSSLRRVVPSLPRGSRSLTSQQIFDREKKFGCHNYKPLPVALSKGEGCFVWDVEGKKYFDFLAAYSAVNQGHCHPKLLKVVQEQASTLTLTSRAFYNNVLGEYEEYVTKLFKYDKVLPMNTGVEACESAVKLARRWAYDVKGVKDNEAVVVFAENNFWGRSIAAISASTDPDSFARFGPFVPGFKTVPYNNLKAVEDAIKDKNVAAFMVEPIQGEAGVVLPDPGYLKGVSDLCKKYNVLFITDEVQSGLGRSGKLLAHYHDNVRPDIVVLGKALSGGFYPVSAVLCDDNVMMNIKPGEH.... Result: 1 (interaction). (7) Result: 0 (no interaction). The miRNA is mmu-miR-376a-3p with sequence AUCGUAGAGGAAAAUCCACGU. The protein sequence of the target gene is MKKANRSAGSVPKVSGISKPQTVEKSKPENSSSAPTGVKPVRPGAAAALSKTKSNDDLLAGMAGGVNVTNGIKAKKSTCSSAAPSAPAPAMTISENKSKISTGTSSSAKRSTSAGNKESSSTRERLRERTRLNQSKKLPSVSQGANDVALAKRSRSRTAAEGDIRMSKSKSDNQISDKAALEAKVKDLLTLAKTKDVEILHLRNELRDMRAQLGISEDHCEGEDRSEVKETIIAHQPTDVESTLLQLQEQNTAIREELNQLKNENRMLKDRLNALGFSLEQRLDNSEKLFGYQSLSPEIT.... (8) The miRNA is hsa-miR-6791-3p with sequence UGCCUCCUUGGUCUCCGGCAG. The protein sequence of the target gene is MSGLVPTAPEQPTEEMENQIKSPTAVPDAPPDYNSHFAPGPAGPVASPSAGLPMGYYIPQQPGAIPLYHPTGGTHPIQYQPGKYPVTNQPAPIMWMAGPAPVPNCPPGLEYLAQLDNIHVLQHVEPLELMTRFETNNRYDIKNNIDQMVYIVTEDTDDFTRNAYRNLRPFVLRVTDCLGREIMTMQRPFRCTCCCFCCPCARQELEVQCPPGVTIGFVAEHWNLCRASYSIQNEKKESMMRVRGPCATYGCGSDSVFEINSLDGVSNIGSIIRKWNGFLSTMVNADHFEIRFPLALDVKM.... Result: 0 (no interaction). (9) The miRNA is hsa-miR-7-1-3p with sequence CAACAAAUCACAGUCUGCCAUA. The protein sequence of the target gene is MADPEELQVSSPPPPPPSSPSSSDASAASSPGGPVSLGWPVPSRSSGPTVDQLEEVELQIGDAAFSLTKLLEATSAVSAQVEELAFKCTENARFLKTWRDLLKEGYDSLKPDD. Result: 1 (interaction). (10) The miRNA is mmu-miR-3064-3p with sequence UGCCACACUGCAACACCUUACA. The protein sequence of the target gene is MHFLTIYPNCSSGVVRAQSRTEQKNPLGLDDLGIQNLGQTVSLAPAVEAASMLKMEPLNSTHPGTAASSSPLESRAAGGGSGNGNEYFYILVVMSFYGIFLIGIMLGYMKSKRREKKSSLLLLYKDEERLWGEAMKPLPVVSGLRSVQVPLMLNMLQESVAPALSCTLCSMEGDSVSSESSSPDVHLTIQEEGADDELEETSETPLNESSEGSSENIHQNS. Result: 0 (no interaction).